This data is from CYP1A2 inhibition data for predicting drug metabolism from PubChem BioAssay. The task is: Regression/Classification. Given a drug SMILES string, predict its absorption, distribution, metabolism, or excretion properties. Task type varies by dataset: regression for continuous measurements (e.g., permeability, clearance, half-life) or binary classification for categorical outcomes (e.g., BBB penetration, CYP inhibition). Dataset: cyp1a2_veith. (1) The molecule is NC(=O)C1CCN(C(=O)CN2C(=O)c3ccccc3S2(=O)=O)CC1. The result is 0 (non-inhibitor). (2) The result is 1 (inhibitor). The molecule is Cc1ccc2c(c1)C1(SCCS1)C(=O)N2. (3) The compound is CC(C)CC(=O)NC(Sc1ccc(Cl)cc1)C(Cl)(Cl)Cl. The result is 1 (inhibitor). (4) The drug is COc1ccccc1CNc1nc(-c2ccc(N(C)C)cc2)nc2ccccc12. The result is 1 (inhibitor). (5) The molecule is O=C(NCCCN1CCCCCC1)C1CC(=O)N(CCc2ccccc2)C1. The result is 0 (non-inhibitor). (6) The compound is CCCCOC(=O)C1=C(C)Nc2ncnn2C1c1cc(OC)ccc1OC. The result is 0 (non-inhibitor). (7) The molecule is COC(=O)C1=C(NC(=O)c2cccs2)CCS1. The result is 1 (inhibitor). (8) The molecule is CC(C)[C@@H](C(=O)O)N1C(=O)c2ccccc2C1=O. The result is 0 (non-inhibitor). (9) The drug is CCN(C(=S)Nc1ccccc1F)C1CCCCC1. The result is 1 (inhibitor). (10) The compound is COCC(=O)N1CCC2(CCCN(c3ccncc3)C2)CC1. The result is 0 (non-inhibitor).